Dataset: Catalyst prediction with 721,799 reactions and 888 catalyst types from USPTO. Task: Predict which catalyst facilitates the given reaction. (1) Reactant: [F:1][C:2]1[CH:7]=[C:6]([CH2:8]OS(C)(=O)=O)[CH:5]=[C:4]([NH:14][CH2:15][C:16]2[CH:21]=[CH:20][C:19]([O:22][CH3:23])=[CH:18][CH:17]=2)[N:3]=1.[CH:24]([C:27]1[C:32](=[O:33])[NH:31][C:30](=[O:34])[NH:29][C:28]=1[O:35][C:36]1[CH:37]=[C:38]([CH:43]=[CH:44][C:45]#[N:46])[CH:39]=[C:40]([CH3:42])[CH:41]=1)([CH3:26])[CH3:25].C(=O)([O-])[O-].[K+].[K+].[I-].[Li+]. Product: [F:1][C:2]1[CH:7]=[C:6]([CH2:8][N:29]2[C:28]([O:35][C:36]3[CH:37]=[C:38]([CH:43]=[CH:44][C:45]#[N:46])[CH:39]=[C:40]([CH3:42])[CH:41]=3)=[C:27]([CH:24]([CH3:26])[CH3:25])[C:32](=[O:33])[NH:31][C:30]2=[O:34])[CH:5]=[C:4]([NH:14][CH2:15][C:16]2[CH:21]=[CH:20][C:19]([O:22][CH3:23])=[CH:18][CH:17]=2)[N:3]=1. The catalyst class is: 3. (2) Reactant: [NH2:1][C:2]1[CH:3]=[C:4]([C:8]2([CH2:20][CH2:21][CH3:22])[CH2:13][CH2:12][N:11]([CH2:14][CH2:15][CH2:16][CH2:17][CH2:18][CH3:19])[CH2:10][CH2:9]2)[CH:5]=[CH:6][CH:7]=1.[CH2:23]([S:25](Cl)(=[O:27])=[O:26])[CH3:24].ClCCl. Product: [NH3:1].[CH2:23]([S:25]([NH:1][C:2]1[CH:3]=[C:4]([C:8]2([CH2:20][CH2:21][CH3:22])[CH2:13][CH2:12][N:11]([CH2:14][CH2:15][CH2:16][CH2:17][CH2:18][CH3:19])[CH2:10][CH2:9]2)[CH:5]=[CH:6][CH:7]=1)(=[O:27])=[O:26])[CH3:24]. The catalyst class is: 17.